This data is from Catalyst prediction with 721,799 reactions and 888 catalyst types from USPTO. The task is: Predict which catalyst facilitates the given reaction. (1) Reactant: [NH2:1][C:2]1[C:7]2=[CH:8]C(C#N)=[CH:10][N:6]2[N:5]=[CH:4][N:3]=1.S(=O)(=O)(O)O.[OH-].[Na+].[C:20]([O:23][CH2:24][CH3:25])(=[O:22])[CH3:21]. Product: [NH2:1][C:2]1[C:7]2=[CH:8][C:21]([C:20]([O:23][CH2:24][CH3:25])=[O:22])=[CH:10][N:6]2[N:5]=[CH:4][N:3]=1. The catalyst class is: 412. (2) Product: [NH2:10][C@H:7]1[CH2:8][CH2:9][N:5]([C:1](=[O:4])[CH2:2][CH3:3])[CH2:6]1. Reactant: [C:1]([N:5]1[CH2:9][CH2:8][C@H:7]([NH:10]C(=O)OC(C)(C)C)[CH2:6]1)(=[O:4])[CH2:2][CH3:3].Cl.C([O-])([O-])=O.[Na+].[Na+]. The catalyst class is: 12. (3) Reactant: [Cl:1][C:2]1[C:6]2[CH:7]=[CH:8][CH:9]=[CH:10][C:5]=2[S:4][C:3]=1[CH2:11]O.P(Br)(Br)[Br:14].O. Product: [Br:14][CH2:11][C:3]1[S:4][C:5]2[CH:10]=[CH:9][CH:8]=[CH:7][C:6]=2[C:2]=1[Cl:1]. The catalyst class is: 27. (4) Reactant: Cl[C:2]1[N:7]=[C:6]([NH:8][CH2:9][C:10]#[CH:11])[N:5]=[C:4]([N:12]([CH3:15])[O:13][CH3:14])[N:3]=1.[NH2:16][CH2:17][CH:18]([OH:20])[CH3:19].C([O-])(O)=O.[Na+]. Product: [CH3:14][O:13][N:12]([C:4]1[N:5]=[C:6]([NH:8][CH2:9][C:10]#[CH:11])[N:7]=[C:2]([NH:16][CH2:17][CH:18]([OH:20])[CH3:19])[N:3]=1)[CH3:15]. The catalyst class is: 12. (5) Reactant: C([O:3][C:4](=[O:38])[CH2:5][C:6]1[CH:7]=[C:8]([C:14]2[CH:19]=[CH:18][C:17]([C:20]([F:23])([F:22])[F:21])=[CH:16][C:15]=2[CH2:24][N:25]([CH2:36][CH3:37])[C:26]([NH:28][CH2:29][C:30]2[CH:35]=[CH:34][CH:33]=[CH:32][CH:31]=2)=[O:27])[C:9]([O:12][CH3:13])=[CH:10][CH:11]=1)C.[OH-].[Na+].Cl. Product: [CH2:29]([NH:28][C:26](=[O:27])[N:25]([CH2:24][C:15]1[CH:16]=[C:17]([C:20]([F:22])([F:23])[F:21])[CH:18]=[CH:19][C:14]=1[C:8]1[C:9]([O:12][CH3:13])=[CH:10][CH:11]=[C:6]([CH2:5][C:4]([OH:38])=[O:3])[CH:7]=1)[CH2:36][CH3:37])[C:30]1[CH:31]=[CH:32][CH:33]=[CH:34][CH:35]=1. The catalyst class is: 219.